This data is from Catalyst prediction with 721,799 reactions and 888 catalyst types from USPTO. The task is: Predict which catalyst facilitates the given reaction. Reactant: [C:1]([C@@H:4]([C@H:6]([C:8](O)=O)O)O)(O)=O.[CH3:11][C@@H:12]1CC[CH2:14][NH:13]1.[N+:17]([C:20]1[CH:25]=[CH:24][CH:23]=[CH:22][CH:21]=1)([O-:19])=[O:18].C(=O)([O-])[O-].[K+].[K+]. Product: [CH3:1][C@@H:4]1[CH2:6][CH2:8][CH2:14][N:13]1[CH2:12][CH2:11][C:23]1[CH:24]=[CH:25][C:20]([N+:17]([O-:19])=[O:18])=[CH:21][CH:22]=1. The catalyst class is: 369.